From a dataset of Reaction yield outcomes from USPTO patents with 853,638 reactions. Predict the reaction yield, written as a fraction of the theoretical maximum amount of product (1.0 means a 100% yield; for example, 0.34 means a 34% yield). (1) The reactants are [CH:1]([C:3]1[CH:8]=[CH:7][C:6]([O:9][CH3:10])=[CH:5][C:4]=1OS(C(F)(F)F)(=O)=O)=[O:2].[S:19]1[CH:23]=[CH:22][CH:21]=[C:20]1B(O)O.P([O-])([O-])([O-])=O.[K+].[K+].[K+]. The catalyst is O1CCOCC1.CCOC(C)=O.O.[Pd].C1(P(C2C=CC=CC=2)C2C=CC=CC=2)C=CC=CC=1.C1(P(C2C=CC=CC=2)C2C=CC=CC=2)C=CC=CC=1.C1(P(C2C=CC=CC=2)C2C=CC=CC=2)C=CC=CC=1.C1(P(C2C=CC=CC=2)C2C=CC=CC=2)C=CC=CC=1. The product is [CH3:10][O:9][C:6]1[CH:7]=[CH:8][C:3]([CH:1]=[O:2])=[C:4]([C:20]2[S:19][CH:23]=[CH:22][CH:21]=2)[CH:5]=1. The yield is 0.900. (2) The reactants are Cl.Cl[CH2:3][CH2:4][N:5]1[CH2:9][CH2:8][CH2:7][CH2:6]1.[Br:10][C:11]1[CH:12]=[C:13]([SH:17])[CH:14]=[CH:15][CH:16]=1.C(=O)([O-])[O-].[K+].[K+]. The catalyst is C(#N)C. The product is [Br:10][C:11]1[CH:12]=[C:13]([S:17][CH2:3][CH2:4][N:5]2[CH2:9][CH2:8][CH2:7][CH2:6]2)[CH:14]=[CH:15][CH:16]=1. The yield is 0.320. (3) The reactants are [CH3:1][C:2]1[CH:7]=[CH:6][C:5]([OH:8])=[C:4]([C:9]([CH3:11])=[O:10])[CH:3]=1.[CH2:12]([O:19][C:20]1[C:27]([O:28][CH3:29])=[C:26]([O:30][CH3:31])[CH:25]=[CH:24][C:21]=1[CH:22]=O)[C:13]1[CH:18]=[CH:17][CH:16]=[CH:15][CH:14]=1. No catalyst specified. The product is [CH2:12]([O:19][C:20]1[C:27]([O:28][CH3:29])=[C:26]([O:30][CH3:31])[CH:25]=[CH:24][C:21]=1/[CH:22]=[CH:11]/[C:9]([C:4]1[CH:3]=[C:2]([CH3:1])[CH:7]=[CH:6][C:5]=1[OH:8])=[O:10])[C:13]1[CH:14]=[CH:15][CH:16]=[CH:17][CH:18]=1. The yield is 0.760. (4) The reactants are [C:1]([C:5]1[CH:10]=[C:9]([F:11])[C:8]([N+:12]([O-])=O)=[CH:7][C:6]=1[OH:15])([CH3:4])([CH3:3])[CH3:2].C([O-])=O.[NH4+]. The catalyst is CCO.[Pd]. The product is [C:1]([C:5]1[CH:10]=[C:9]([F:11])[C:8]([NH2:12])=[CH:7][C:6]=1[OH:15])([CH3:4])([CH3:2])[CH3:3]. The yield is 0.830.